Dataset: Forward reaction prediction with 1.9M reactions from USPTO patents (1976-2016). Task: Predict the product of the given reaction. (1) Given the reactants Cl[C:2]1[N:7]=[CH:6][N:5]=[C:4]([NH:8][C@H:9]2[C@@H:13]3[O:14][C:15]([CH3:18])([CH3:17])[O:16][C@@H:12]3[C@@H:11]([CH2:19][OH:20])[CH2:10]2)[CH:3]=1.[NH2:21][C@@H:22]1[C:30]2[C:25](=[CH:26][CH:27]=[CH:28][CH:29]=2)[CH2:24][CH2:23]1, predict the reaction product. The product is: [C@@H:22]1([NH:21][C:2]2[N:7]=[CH:6][N:5]=[C:4]([NH:8][C@H:9]3[C@@H:13]4[O:14][C:15]([CH3:18])([CH3:17])[O:16][C@@H:12]4[C@@H:11]([CH2:19][OH:20])[CH2:10]3)[CH:3]=2)[C:30]2[C:25](=[CH:26][CH:27]=[CH:28][CH:29]=2)[CH2:24][CH2:23]1. (2) Given the reactants [CH3:1][C:2]1([CH3:16])[C:6]([CH3:8])([CH3:7])[O:5][B:4]([C:9]2[CH:14]=[CH:13][C:12]([OH:15])=[CH:11][CH:10]=2)[O:3]1.[CH:17]([O:20][CH2:21][CH2:22]O)([CH3:19])[CH3:18], predict the reaction product. The product is: [CH:17]([O:20][CH2:21][CH2:22][O:15][C:12]1[CH:13]=[CH:14][C:9]([B:4]2[O:3][C:2]([CH3:16])([CH3:1])[C:6]([CH3:7])([CH3:8])[O:5]2)=[CH:10][CH:11]=1)([CH3:19])[CH3:18]. (3) Given the reactants [C:1]12([CH2:14][CH2:13][CH2:12][CH2:11]1)[C:9]1[C:4](=[CH:5][CH:6]=[CH:7][CH:8]=1)[CH2:3][C:2]2=[O:10].BrC1C=NC=CC=1/C(=[CH:30]\[N:31]([CH3:33])[CH3:32])/C(C1CCCC1)=O.CC([O-])(C)C.[Na+].C(N1CCN2CCN(CC(C)C)P1N(CC(C)C)CC2)C(C)C, predict the reaction product. The product is: [CH3:30][N:31](/[CH:33]=[C:3]1\[C:2](=[O:10])[C:1]2([CH2:14][CH2:13][CH2:12][CH2:11]2)[C:9]2[C:4]\1=[CH:5][CH:6]=[CH:7][CH:8]=2)[CH3:32]. (4) Given the reactants [F:1][C:2]1([F:15])[CH2:7][CH2:6][C@@H:5]([C:8]([OH:10])=[O:9])[C@H:4]([C:11]([O:13][CH3:14])=[O:12])[CH2:3]1.[C:16](OC(O[C:16]([CH3:19])([CH3:18])[CH3:17])N(C)C)([CH3:19])([CH3:18])[CH3:17], predict the reaction product. The product is: [F:1][C:2]1([F:15])[CH2:7][CH2:6][C@@H:5]([C:8]([O:10][C:16]([CH3:19])([CH3:18])[CH3:17])=[O:9])[C@H:4]([C:11]([O:13][CH3:14])=[O:12])[CH2:3]1. (5) Given the reactants [CH3:1][O:2][C:3]1[CH:8]=[CH:7][C:6]([C:9]2([C:25]3[CH:30]=[CH:29][C:28]([O:31][CH3:32])=[CH:27][CH:26]=3)[CH2:14][CH2:13][CH2:12][N:11]([CH2:15][C:16]3[CH:24]=[CH:23][C:19]([C:20]([O-])=[O:21])=[CH:18][CH:17]=3)[CH2:10]2)=[CH:5][CH:4]=1.[Li+].[C:34]([O:38][C:39]([NH:41][CH:42]1[CH2:46][CH2:45][NH:44][CH2:43]1)=[O:40])([CH3:37])([CH3:36])[CH3:35].CCN(C(C)C)C(C)C.CN(C(ON1N=NC2C=CC=NC1=2)=[N+](C)C)C.F[P-](F)(F)(F)(F)F, predict the reaction product. The product is: [C:34]([O:38][C:39](=[O:40])[NH:41][CH:42]1[CH2:46][CH2:45][N:44]([C:20](=[O:21])[C:19]2[CH:23]=[CH:24][C:16]([CH2:15][N:11]3[CH2:12][CH2:13][CH2:14][C:9]([C:6]4[CH:7]=[CH:8][C:3]([O:2][CH3:1])=[CH:4][CH:5]=4)([C:25]4[CH:26]=[CH:27][C:28]([O:31][CH3:32])=[CH:29][CH:30]=4)[CH2:10]3)=[CH:17][CH:18]=2)[CH2:43]1)([CH3:37])([CH3:35])[CH3:36]. (6) Given the reactants [Cl:1][C:2]1[C:7]([F:8])=[CH:6][C:5]([C:9]2[N:10]=[C:11]([N:20]3[CH2:25][CH2:24][C:23](=[CH:26][C:27]([O:29]CC)=[O:28])[CH2:22][CH2:21]3)[C:12]3[CH2:17][S:16](=[O:19])(=[O:18])[CH2:15][C:13]=3[N:14]=2)=[C:4]([F:32])[CH:3]=1.Cl, predict the reaction product. The product is: [ClH:1].[Cl:1][C:2]1[C:7]([F:8])=[CH:6][C:5]([C:9]2[N:10]=[C:11]([N:20]3[CH2:25][CH2:24][C:23](=[CH:26][C:27]([OH:29])=[O:28])[CH2:22][CH2:21]3)[C:12]3[CH2:17][S:16](=[O:18])(=[O:19])[CH2:15][C:13]=3[N:14]=2)=[C:4]([F:32])[CH:3]=1. (7) Given the reactants ClCCCl.[Cl:5][C:6]1[CH:11]=[CH:10][C:9]([C:12](=[O:23])[C:13]2[CH:18]=[CH:17][C:16]([N+:19]([O-:21])=[O:20])=[C:15]([CH3:22])[CH:14]=2)=[CH:8][CH:7]=1.[SH:24][CH2:25][CH2:26]O.Cl[Si](C)(C)C, predict the reaction product. The product is: [Cl:5][C:6]1[CH:7]=[CH:8][C:9]([C:12]2([C:13]3[CH:18]=[CH:17][C:16]([N+:19]([O-:21])=[O:20])=[C:15]([CH3:22])[CH:14]=3)[S:24][CH2:25][CH2:26][O:23]2)=[CH:10][CH:11]=1.